This data is from Forward reaction prediction with 1.9M reactions from USPTO patents (1976-2016). The task is: Predict the product of the given reaction. (1) Given the reactants [O:1]1CCNCC[O:3][B:2]1[C@@H:9]([NH:14][C:15](=[O:33])[C@@H:16]([NH:24][C:25]([C:27]1[CH:32]=[N:31][CH:30]=[CH:29][N:28]=1)=[O:26])[CH2:17][C:18]1[CH:23]=[CH:22][CH:21]=[CH:20][CH:19]=1)[CH2:10][CH:11]([CH3:13])[CH3:12].Cl, predict the reaction product. The product is: [B:2]([OH:3])([OH:1])[C@@H:9]([NH:14][C:15]([C@@H:16]([NH:24][C:25]([C:27]1[CH:32]=[N:31][CH:30]=[CH:29][N:28]=1)=[O:26])[CH2:17][C:18]1[CH:19]=[CH:20][CH:21]=[CH:22][CH:23]=1)=[O:33])[CH2:10][CH:11]([CH3:13])[CH3:12]. (2) Given the reactants [F:1][C:2]1[CH:9]=[CH:8][C:5]([CH2:6][NH2:7])=[CH:4][CH:3]=1.C([O:14][C:15]([C:17]1[CH:22]=[CH:21][CH:20]=[CH:19][C:18]=1[C:23]1[CH:28]=[CH:27][C:26]([CH2:29][N:30]2[C:38]3[C:33](=[CH:34][C:35]([C:39](O)=[O:40])=[CH:36][CH:37]=3)[C:32]([CH3:42])=[C:31]2[CH3:43])=[CH:25][CH:24]=1)=[O:16])(C)(C)C, predict the reaction product. The product is: [F:1][C:2]1[CH:9]=[CH:8][C:5]([CH2:6][NH:7][C:39]([C:35]2[CH:34]=[C:33]3[C:38](=[CH:37][CH:36]=2)[N:30]([CH2:29][C:26]2[CH:25]=[CH:24][C:23]([C:18]4[C:17]([C:15]([OH:16])=[O:14])=[CH:22][CH:21]=[CH:20][CH:19]=4)=[CH:28][CH:27]=2)[C:31]([CH3:43])=[C:32]3[CH3:42])=[O:40])=[CH:4][CH:3]=1. (3) Given the reactants C([O:4][C:5]1[C:6]([CH3:31])=[C:7]2[CH2:29][CH2:28][N:27]([CH3:30])[C:8]2=[N:9][C:10]=1[CH2:11][CH2:12][CH2:13][CH2:14][CH2:15][CH2:16][CH2:17][CH2:18][CH2:19][CH2:20][CH2:21][CH2:22][CH2:23][CH2:24][CH2:25][CH3:26])(=O)C.CC(C[AlH]CC(C)C)C.C(C(C(C([O-])=O)O)O)([O-])=O.[K+].[Na+].CO.C(Cl)Cl.[C:58]([OH:64])([C:60]([F:63])([F:62])[F:61])=[O:59], predict the reaction product. The product is: [F:61][C:60]([F:63])([F:62])[C:58]([OH:64])=[O:59].[CH3:30][N:27]1[C:8]2=[N:9][C:10]([CH2:11][CH2:12][CH2:13][CH2:14][CH2:15][CH2:16][CH2:17][CH2:18][CH2:19][CH2:20][CH2:21][CH2:22][CH2:23][CH2:24][CH2:25][CH3:26])=[C:5]([OH:4])[C:6]([CH3:31])=[C:7]2[CH2:29][CH2:28]1. (4) Given the reactants Br/[CH:2]=[CH:3]/[C:4]1[CH:9]=[C:8]([O:10][CH3:11])[C:7]([O:12][CH3:13])=[CH:6][C:5]=1[F:14].C([Li])(C)(C)C.[CH2:20]([O:27][C:28]1[CH:29]=[C:30]2[C:35](=[CH:36][C:37]=1[O:38][CH3:39])[CH:34]=[N:33][CH2:32][CH2:31]2)[C:21]1[CH:26]=[CH:25][CH:24]=[CH:23][CH:22]=1.C[Si](Cl)(C)C, predict the reaction product. The product is: [CH2:20]([O:27][C:28]1[CH:29]=[C:30]2[C:35](=[CH:36][C:37]=1[O:38][CH3:39])[CH:34](/[CH:2]=[CH:3]/[C:4]1[CH:9]=[C:8]([O:10][CH3:11])[C:7]([O:12][CH3:13])=[CH:6][C:5]=1[F:14])[NH:33][CH2:32][CH2:31]2)[C:21]1[CH:26]=[CH:25][CH:24]=[CH:23][CH:22]=1. (5) Given the reactants [CH3:1][C:2]1[CH:7]=[C:6]([O:8][CH3:9])[CH:5]=[CH:4][C:3]=1[NH:10][C:11](=[O:13])[CH3:12].[N+:14]([O-])([O-:16])=[O:15].[K+], predict the reaction product. The product is: [CH3:1][C:2]1[CH:7]=[C:6]([O:8][CH3:9])[C:5]([N+:14]([O-:16])=[O:15])=[CH:4][C:3]=1[NH:10][C:11](=[O:13])[CH3:12]. (6) Given the reactants Cl.Cl.Cl.[O:4]1[C:8]2=[C:9]([N:13]3[CH2:18][CH2:17][N:16]([CH2:19][CH2:20][C@H:21]4[CH2:26][CH2:25][C@H:24]([NH2:27])[CH2:23][CH2:22]4)[CH2:15][CH2:14]3)[N:10]=[CH:11][CH:12]=[C:7]2[CH2:6][CH2:5]1.[F:28][C:29]([F:35])([F:34])[CH2:30][C:31](O)=[O:32], predict the reaction product. The product is: [O:4]1[C:8]2=[C:9]([N:13]3[CH2:18][CH2:17][N:16]([CH2:19][CH2:20][C@H:21]4[CH2:26][CH2:25][C@H:24]([NH:27][C:31](=[O:32])[CH2:30][C:29]([F:35])([F:34])[F:28])[CH2:23][CH2:22]4)[CH2:15][CH2:14]3)[N:10]=[CH:11][CH:12]=[C:7]2[CH2:6][CH2:5]1. (7) Given the reactants [Cl:1][C:2]1[CH:25]=[CH:24][C:5]([CH2:6][N:7]2[C:15]3[C:10](=[CH:11][C:12]([CH:16]=[C:17]4[S:21][C:20](=[S:22])[NH:19][C:18]4=[O:23])=[CH:13][CH:14]=3)[CH:9]=[N:8]2)=[C:4]([C:26]([F:29])([F:28])[F:27])[CH:3]=1.I[CH3:31], predict the reaction product. The product is: [Cl:1][C:2]1[CH:25]=[CH:24][C:5]([CH2:6][N:7]2[C:15]3[C:10](=[CH:11][C:12]([CH:16]=[C:17]4[S:21][CH:20]([S:22][CH3:31])[NH:19][C:18]4=[O:23])=[CH:13][CH:14]=3)[CH:9]=[N:8]2)=[C:4]([C:26]([F:28])([F:27])[F:29])[CH:3]=1. (8) The product is: [Cl:17][C:6]1[CH:5]=[N:4][CH:3]=[C:2]([C:22]2[CH:23]=[CH:24][C:19]([F:18])=[CH:20][CH:21]=2)[C:7]=1[N:8]1[CH2:13][CH2:12][CH:11]([C:14]([NH2:16])=[O:15])[CH2:10][CH2:9]1. Given the reactants Cl[C:2]1[CH:3]=[N:4][CH:5]=[C:6]([Cl:17])[C:7]=1[N:8]1[CH2:13][CH2:12][CH:11]([C:14]([NH2:16])=[O:15])[CH2:10][CH2:9]1.[F:18][C:19]1[CH:24]=[CH:23][C:22](B(O)O)=[CH:21][CH:20]=1.C(=O)([O-])[O-].[Na+].[Na+], predict the reaction product. (9) Given the reactants Br.[O:2]=[C:3]1[NH:8][CH2:7][C:6]2([CH2:13][CH2:12][NH:11][CH2:10][CH2:9]2)[O:5][CH2:4]1.[C:14]([C:16]1[CH:24]=[CH:23][C:19]([C:20](Cl)=[O:21])=[CH:18][CH:17]=1)#[N:15], predict the reaction product. The product is: [C:14]([C:16]1[CH:24]=[CH:23][C:19]([C:20]([N:11]2[CH2:12][CH2:13][C:6]3([O:5][CH2:4][C:3](=[O:2])[NH:8][CH2:7]3)[CH2:9][CH2:10]2)=[O:21])=[CH:18][CH:17]=1)#[N:15].